Dataset: Full USPTO retrosynthesis dataset with 1.9M reactions from patents (1976-2016). Task: Predict the reactants needed to synthesize the given product. (1) Given the product [CH3:21][C:20]1[C:11]([O:7][CH2:6][CH2:5][C:4]([F:9])([F:8])[F:3])=[N:12][CH:13]=[C:14]([CH:19]=1)[C:15]([OH:17])=[O:16], predict the reactants needed to synthesize it. The reactants are: [H-].[Na+].[F:3][C:4]([F:9])([F:8])[CH2:5][CH2:6][OH:7].F[C:11]1[C:20]([CH3:21])=[CH:19][C:14]([C:15]([O:17]C)=[O:16])=[CH:13][N:12]=1. (2) The reactants are: [CH3:1][S:2]([N:5]1[C:18]2[C:13](=[CH:14][CH:15]=[CH:16][CH:17]=2)[C:7]2([CH2:12][CH2:11][NH:10][CH2:9][CH2:8]2)[CH2:6]1)(=[O:4])=[O:3].[N:19]([C:22]1[CH:32]=[CH:31][C:25]([C:26]([O:28][CH2:29][CH3:30])=[O:27])=[CH:24][CH:23]=1)=[C:20]=[O:21]. Given the product [CH3:1][S:2]([N:5]1[C:18]2[C:13](=[CH:14][CH:15]=[CH:16][CH:17]=2)[C:7]2([CH2:8][CH2:9][N:10]([C:20]([NH:19][C:22]3[CH:23]=[CH:24][C:25]([C:26]([O:28][CH2:29][CH3:30])=[O:27])=[CH:31][CH:32]=3)=[O:21])[CH2:11][CH2:12]2)[CH2:6]1)(=[O:3])=[O:4], predict the reactants needed to synthesize it. (3) Given the product [CH:1]1([CH2:7][C:8]([OH:24])([C:32]#[C:31][C:25]2[CH:30]=[CH:29][CH:28]=[CH:27][CH:26]=2)[C:9]([NH:11][C:12]2[CH:13]=[CH:14][C:15]3[C:20](=[O:21])[O:19][N:18]=[C:17]([CH3:22])[C:16]=3[CH:23]=2)=[O:10])[CH2:6][CH2:5][CH2:4][CH2:3][CH2:2]1, predict the reactants needed to synthesize it. The reactants are: [CH:1]1([CH2:7][C:8](=[O:24])[C:9]([NH:11][C:12]2[CH:13]=[CH:14][C:15]3[C:20](=[O:21])[O:19][N:18]=[C:17]([CH3:22])[C:16]=3[CH:23]=2)=[O:10])[CH2:6][CH2:5][CH2:4][CH2:3][CH2:2]1.[C:25]1([C:31]#[CH:32])[CH:30]=[CH:29][CH:28]=[CH:27][CH:26]=1.C([Li])CCC.